The task is: Predict the reactants needed to synthesize the given product.. This data is from Full USPTO retrosynthesis dataset with 1.9M reactions from patents (1976-2016). (1) Given the product [Si:1]([O:8][C@H:9]1[CH2:18][C:17]([CH3:20])([CH3:19])[CH2:16][C:15]2[N:14]=[C:13]([CH:21]([CH3:23])[CH3:22])[C:12]([C@H:24]([C:26]3[CH:31]=[CH:30][C:29]([C:32]4([CH3:36])[CH2:35][O:34][CH2:33]4)=[CH:28][CH:27]=3)[OH:25])=[C:11]([C:41]3[CH2:42][CH2:43][O:38][CH2:39][CH:40]=3)[C:10]1=2)([C:4]([CH3:7])([CH3:6])[CH3:5])([CH3:3])[CH3:2], predict the reactants needed to synthesize it. The reactants are: [Si:1]([O:8][C@H:9]1[CH2:18][C:17]([CH3:20])([CH3:19])[CH2:16][C:15]2[N:14]=[C:13]([CH:21]([CH3:23])[CH3:22])[C:12]([CH:24]([C:26]3[CH:31]=[CH:30][C:29]([C:32]4([CH3:36])[CH2:35][O:34][CH2:33]4)=[CH:28][CH:27]=3)[OH:25])=[C:11](I)[C:10]1=2)([C:4]([CH3:7])([CH3:6])[CH3:5])([CH3:3])[CH3:2].[O:38]1[CH2:43][CH:42]=[C:41](B2OC(C)(C)C(C)(C)O2)[CH2:40][CH2:39]1.C(=O)([O-])[O-].[Cs+].[Cs+].[F-].[Cs+]. (2) Given the product [Cl:27][C:7]1[C:8]2[N:9]([CH:12]=[N:13][CH:14]=2)[C:10]2[C:5]([N:6]=1)=[CH:4][CH:3]=[C:2]([Cl:1])[CH:11]=2, predict the reactants needed to synthesize it. The reactants are: [Cl:1][C:2]1[CH:11]=[C:10]2[C:5]([NH:6][C:7](=O)[C:8]3[N:9]2[CH:12]=[N:13][CH:14]=3)=[CH:4][CH:3]=1.C(N(C(C)C)CC)(C)C.P(Cl)(Cl)([Cl:27])=O. (3) Given the product [F:1][C:2]1[CH:7]=[CH:6][CH:5]=[CH:4][C:3]=1[CH2:8][CH2:9][OH:10], predict the reactants needed to synthesize it. The reactants are: [F:1][C:2]1[CH:7]=[CH:6][CH:5]=[CH:4][C:3]=1[CH2:8][C:9](O)=[O:10].[H-].[Al+3].[Li+].[H-].[H-].[H-]. (4) The reactants are: [O:1]1[C:6]2[CH:7]=[CH:8][CH:9]=[CH:10][C:5]=2[O:4][CH2:3][CH:2]1[CH2:11][N:12]1[CH2:21][CH2:20][C:19]2[CH2:18][CH2:17][CH2:16][CH2:15][C:14]=2[CH2:13]1. Given the product [O:1]1[C:6]2[CH:7]=[CH:8][CH:9]=[CH:10][C:5]=2[O:4][CH2:3][CH:2]1[CH2:11][N:12]1[CH2:21][CH2:20][CH:19]2[CH:14]([CH2:15][CH2:16][CH2:17][CH2:18]2)[CH2:13]1, predict the reactants needed to synthesize it. (5) The reactants are: C(OC(=O)NCC#C)(C)(C)C.C(O[C:17](=O)[N:18]([CH2:20][C:21]1[CH:26]=[C:25]([C:27]2[CH:32]=[CH:31][C:30]([F:33])=[CH:29][CH:28]=2)[N:24]=[C:23]([CH:34]([CH3:36])[CH3:35])[N:22]=1)C)(C)(C)C. Given the product [F:33][C:30]1[CH:29]=[CH:28][C:27]([C:25]2[N:24]=[C:23]([CH:34]([CH3:36])[CH3:35])[N:22]=[C:21]([CH2:20][NH:18][CH3:17])[CH:26]=2)=[CH:32][CH:31]=1, predict the reactants needed to synthesize it. (6) Given the product [Cl:28][C:21]1[N:22]=[C:23]2[N:27]([C:20]=1[S:17]([N:9]1[C:10]3[C:15](=[CH:14][C:13]([F:16])=[CH:12][CH:11]=3)[C:7]([CH2:6][CH2:5][CH2:4][NH2:1])=[CH:8]1)(=[O:18])=[O:19])[CH:26]=[CH:25][S:24]2, predict the reactants needed to synthesize it. The reactants are: [N:1]([CH2:4][CH2:5][CH2:6][C:7]1[C:15]2[C:10](=[CH:11][CH:12]=[C:13]([F:16])[CH:14]=2)[N:9]([S:17]([C:20]2[N:27]3[C:23]([S:24][CH:25]=[CH:26]3)=[N:22][C:21]=2[Cl:28])(=[O:19])=[O:18])[CH:8]=1)=[N+]=[N-].C1(P(C2C=CC=CC=2)C2C=CC=CC=2)C=CC=CC=1.O. (7) Given the product [OH:2][C:3]1[CH:4]=[C:5]([C:10]([C:12]([C:14]2[CH:19]=[CH:18][C:17]([OH:20])=[C:16]([OH:22])[CH:15]=2)=[O:13])=[O:11])[CH:6]=[CH:7][C:8]=1[OH:9], predict the reactants needed to synthesize it. The reactants are: C1[O:9][C:8]2[CH:7]=[CH:6][C:5]([C:10]([C:12]([C:14]3[CH:19]=[CH:18][C:17]4[O:20]C[O:22][C:16]=4[CH:15]=3)=[O:13])=[O:11])=[CH:4][C:3]=2[O:2]1.C(Cl)Cl.B(Br)(Br)Br. (8) The reactants are: [CH3:1][C:2]1[CH:10]=[CH:9][CH:8]=[C:7]([CH3:11])[C:3]=1[C:4]([OH:6])=O.C1C=CC2N(O)N=NC=2C=1.CN1CCOCC1.[O:29]1[C:33]2([CH2:38][CH2:37][NH:36][CH2:35][CH2:34]2)[O:32][CH2:31][CH2:30]1. Given the product [CH3:11][C:7]1[CH:8]=[CH:9][CH:10]=[C:2]([CH3:1])[C:3]=1[C:4]([N:36]1[CH2:37][CH2:38][C:33]2([O:32][CH2:31][CH2:30][O:29]2)[CH2:34][CH2:35]1)=[O:6], predict the reactants needed to synthesize it.